This data is from Reaction yield outcomes from USPTO patents with 853,638 reactions. The task is: Predict the reaction yield, written as a fraction of the theoretical maximum amount of product (1.0 means a 100% yield; for example, 0.34 means a 34% yield). (1) The reactants are O=S(Cl)Cl.[C:5]([N:8]1[CH2:13][CH2:12][CH:11]([C:14]([OH:16])=O)[CH2:10][CH2:9]1)(=[O:7])[CH3:6].[Al+3].[Cl-].[Cl-].[Cl-].[Br:21][C:22]1[CH:27]=[CH:26][CH:25]=[CH:24][CH:23]=1. No catalyst specified. The product is [Br:21][C:22]1[CH:27]=[CH:26][C:25]([C:14]([CH:11]2[CH2:10][CH2:9][N:8]([C:5](=[O:7])[CH3:6])[CH2:13][CH2:12]2)=[O:16])=[CH:24][CH:23]=1. The yield is 0.616. (2) The reactants are Br[C:2]1[CH:11]=[CH:10][CH:9]=[C:8]2[C:3]=1[CH:4]=[CH:5][C:6]([S:12]([N:15]([C:24]1[CH:29]=[CH:28][N:27]=[CH:26][N:25]=1)[CH2:16][O:17][CH2:18][CH2:19][Si:20]([CH3:23])([CH3:22])[CH3:21])(=[O:14])=[O:13])=[CH:7]2.[B:30]1([B:30]2[O:34][C:33]([CH3:36])([CH3:35])[C:32]([CH3:38])([CH3:37])[O:31]2)[O:34][C:33]([CH3:36])([CH3:35])[C:32]([CH3:38])([CH3:37])[O:31]1.C([O-])(=O)C.[K+]. The catalyst is CCO.C(Cl)Cl.C1C=CC(P(C2C=CC=CC=2)[C-]2C=CC=C2)=CC=1.C1C=CC(P(C2C=CC=CC=2)[C-]2C=CC=C2)=CC=1.Cl[Pd]Cl.[Fe+2].C(Cl)Cl. The product is [N:27]1[CH:28]=[CH:29][C:24]([N:15]([CH2:16][O:17][CH2:18][CH2:19][Si:20]([CH3:23])([CH3:21])[CH3:22])[S:12]([C:6]2[CH:5]=[CH:4][C:3]3[C:8](=[CH:9][CH:10]=[CH:11][C:2]=3[B:30]3[O:34][C:33]([CH3:36])([CH3:35])[C:32]([CH3:38])([CH3:37])[O:31]3)[CH:7]=2)(=[O:13])=[O:14])=[N:25][CH:26]=1. The yield is 0.209. (3) The reactants are [CH3:1][CH:2]([NH:9][C:10]1[C:15]([C:16]([NH:18][C@@H:19]2[CH2:24][CH2:23][C@H:22]([NH:25][C:26]([C:28]3[N:29]=[C:30]4[CH:35]=[CH:34][C:33]([F:36])=[CH:32][N:31]4[CH:37]=3)=[O:27])[CH2:21][CH2:20]2)=[O:17])=[CH:14][C:13]([F:38])=[CH:12][N:11]=1)[CH2:3][CH2:4][CH2:5][CH:6]([CH3:8])[CH3:7].[C:39](N1C=CN=C1)(N1C=CN=C1)=[O:40].[H-].[Na+]. The catalyst is CN(C)C=O. The product is [CH3:1][CH:2]([N:9]1[C:10]2[N:11]=[CH:12][C:13]([F:38])=[CH:14][C:15]=2[C:16](=[O:17])[N:18]([C@@H:19]2[CH2:24][CH2:23][C@H:22]([NH:25][C:26]([C:28]3[N:29]=[C:30]4[CH:35]=[CH:34][C:33]([F:36])=[CH:32][N:31]4[CH:37]=3)=[O:27])[CH2:21][CH2:20]2)[C:39]1=[O:40])[CH2:3][CH2:4][CH2:5][CH:6]([CH3:7])[CH3:8]. The yield is 0.380. (4) The reactants are Br[C:2]1[N:7]=[C:6]([C:8]([O:10][CH3:11])=[O:9])[C:5]([O:12][CH3:13])=[CH:4][CH:3]=1.[F:14][C:15]1[CH:20]=[CH:19][C:18]([C:21]2[O:22][C:23]3[CH:33]=[C:32]([N:34]([CH3:39])[S:35]([CH3:38])(=[O:37])=[O:36])[C:31](B4OC(C)(C)C(C)(C)O4)=[CH:30][C:24]=3[C:25]=2[C:26]([NH:28][CH3:29])=[O:27])=[CH:17][CH:16]=1.C([O-])([O-])=O.[K+].[K+].CCOC(C)=O. The catalyst is O1CCOCC1.O.C1C=CC(P(C2C=CC=CC=2)[C-]2C=CC=C2)=CC=1.C1C=CC(P(C2C=CC=CC=2)[C-]2C=CC=C2)=CC=1.Cl[Pd]Cl.[Fe+2]. The product is [F:14][C:15]1[CH:20]=[CH:19][C:18]([C:21]2[O:22][C:23]3[CH:33]=[C:32]([N:34]([CH3:39])[S:35]([CH3:38])(=[O:36])=[O:37])[C:31]([C:2]4[N:7]=[C:6]([C:8]([O:10][CH3:11])=[O:9])[C:5]([O:12][CH3:13])=[CH:4][CH:3]=4)=[CH:30][C:24]=3[C:25]=2[C:26](=[O:27])[NH:28][CH3:29])=[CH:17][CH:16]=1. The yield is 0.900. (5) The reactants are [CH2:1]([N:8]1[CH:13]=[C:12]([N+:14]([O-])=O)[C:11](=[O:17])[N:10]([CH2:18][C:19]([O:21][CH3:22])=[O:20])[C:9]1=[O:23])[C:2]1[CH:7]=[CH:6][CH:5]=[CH:4][CH:3]=1.[H][H]. The catalyst is CO.[Pd]. The product is [NH2:14][C:12]1[C:11](=[O:17])[N:10]([CH2:18][C:19]([O:21][CH3:22])=[O:20])[C:9](=[O:23])[N:8]([CH2:1][C:2]2[CH:7]=[CH:6][CH:5]=[CH:4][CH:3]=2)[CH:13]=1. The yield is 0.630. (6) The reactants are [Cl:1][C:2]1[N:11]=[C:10](Cl)[C:9]2[C:4](=[CH:5][CH:6]=[C:7]([CH3:13])[CH:8]=2)[N:3]=1.[NH2:14][CH2:15][C:16]1([N:20]([CH2:28][C:29]2[CH:34]=[CH:33][CH:32]=[CH:31][CH:30]=2)[CH2:21][C:22]2[CH:27]=[CH:26][CH:25]=[CH:24][CH:23]=2)[CH2:19][O:18][CH2:17]1.[CH2:35](N(CC)CC)C. The yield is 0.760. The product is [Cl:1][C:2]1[N:11]=[C:10]([NH:14][CH2:15][C:16]2([N:20]([CH2:21][C:22]3[CH:27]=[CH:26][CH:25]=[CH:24][CH:23]=3)[CH2:28][C:29]3[CH:34]=[CH:33][CH:32]=[CH:31][CH:30]=3)[CH2:19][O:18][CH2:17]2)[C:9]2[C:4](=[CH:5][CH:6]=[C:7]([CH2:13][CH3:35])[CH:8]=2)[N:3]=1. The catalyst is CO. (7) The reactants are [OH:1][C:2]1[CH:7]=[CH:6][C:5]([CH3:8])=[CH:4][N:3]=1.C(=O)([O-])[O-].[K+].[K+].I[C:16]1[CH:21]=[CH:20][CH:19]=[CH:18][CH:17]=1. The catalyst is [Cu]. The product is [CH3:8][C:5]1[CH:6]=[CH:7][C:2](=[O:1])[N:3]([C:16]2[CH:21]=[CH:20][CH:19]=[CH:18][CH:17]=2)[CH:4]=1. The yield is 0.560. (8) The reactants are [F:1][C:2]([F:22])([F:21])[C:3]1[CH:8]=[CH:7][CH:6]=[CH:5][C:4]=1[C:9]1[CH:14]=[CH:13][N:12]2[N:15]=[CH:16][C:17]([C:18](Cl)=[O:19])=[C:11]2[N:10]=1.[NH2:23][C:24]1[N:29]=[CH:28][CH:27]=[CH:26][N:25]=1.O. The catalyst is N1C=CC=CC=1. The product is [N:25]1[CH:26]=[CH:27][CH:28]=[N:29][C:24]=1[NH:23][C:18]([C:17]1[CH:16]=[N:15][N:12]2[CH:13]=[CH:14][C:9]([C:4]3[CH:5]=[CH:6][CH:7]=[CH:8][C:3]=3[C:2]([F:22])([F:21])[F:1])=[N:10][C:11]=12)=[O:19]. The yield is 0.210. (9) The reactants are [C:1]([C:5]1[CH:10]=[CH:9][C:8]([C:11]2[O:15][C:14]([C:16]3[CH:25]=[CH:24][CH:23]=[CH:22][C:17]=3[C:18]([O:20]C)=[O:19])=[N:13][N:12]=2)=[CH:7][CH:6]=1)([CH3:4])([CH3:3])[CH3:2].[OH-].[Na+].O1CCCC1.Cl. The catalyst is CO. The product is [C:1]([C:5]1[CH:6]=[CH:7][C:8]([C:11]2[O:15][C:14]([C:16]3[CH:25]=[CH:24][CH:23]=[CH:22][C:17]=3[C:18]([OH:20])=[O:19])=[N:13][N:12]=2)=[CH:9][CH:10]=1)([CH3:4])([CH3:2])[CH3:3]. The yield is 0.870.